Dataset: Peptide-MHC class I binding affinity with 185,985 pairs from IEDB/IMGT. Task: Regression. Given a peptide amino acid sequence and an MHC pseudo amino acid sequence, predict their binding affinity value. This is MHC class I binding data. (1) The peptide sequence is LQNFCQHLV. The MHC is HLA-B51:01 with pseudo-sequence HLA-B51:01. The binding affinity (normalized) is 0.0847. (2) The peptide sequence is RRWQQLLAL. The MHC is HLA-B27:05 with pseudo-sequence HLA-B27:05. The binding affinity (normalized) is 0.911. (3) The MHC is HLA-A11:01 with pseudo-sequence HLA-A11:01. The peptide sequence is PMPCMINDTH. The binding affinity (normalized) is 0. (4) The peptide sequence is NSMNVAVIDK. The MHC is HLA-A11:01 with pseudo-sequence HLA-A11:01. The binding affinity (normalized) is 0.431. (5) The peptide sequence is EVRKAIEFV. The MHC is HLA-A03:01 with pseudo-sequence HLA-A03:01. The binding affinity (normalized) is 0.0847.